From a dataset of Experimentally validated miRNA-target interactions with 360,000+ pairs, plus equal number of negative samples. Binary Classification. Given a miRNA mature sequence and a target amino acid sequence, predict their likelihood of interaction. (1) Result: 0 (no interaction). The miRNA is dme-miR-6-3p with sequence UAUCACAGUGGCUGUUCUUUUU. The protein sequence of the target gene is MSDRLGQITQGKDGKSKYSTLSLFDKYKGRSVGAVRSSVIPRHGLQSLGKVATARRMPPPANLPSLKSENKGNDPNIVIVPKDGTGWANKQDQQDPKSSSVTASQPPESQPQPGLQKSVSNLQKPTQSISQENTNSVPGGPKSWAQLSGKPVGHEGGLRGSSRLLSFSPEEFPTLKAAGGQDKAGKEKGALDLSYGPGPSLRPQNVTSWREGGGRNIISAASLSASPTELGSRNASGADGAPSLACTSDSKEPSLRPAQPSRRGASQFMGHGYQPPTYHDMLPAFMCSPQSSENQTTVER.... (2) The miRNA is hsa-miR-4520-2-3p with sequence UUUGGACAGAAAACACGCAGGU. The protein sequence of the target gene is MASSSSLVPDRLRLPLCFLGVFVCYFYYGILQEKITRGKYGEGAKQETFTFALTLVFIQCVINAVFAKILIQFFDTARVDRTRSWLYAACSISYLGAMVSSNSALQFVNYPTQVLGKSCKPIPVMLLGVTLLKKKYPLAKYLCVLLIVAGVALFMYKPKKVVGIEEHTVGYGELLLLLSLTLDGLTGVSQDHMRAHYQTGSNHMMLNINLWSTLLLGMGILFTGELWEFLSFAERYPAIIYNILLFGLTSALGQSFIFMTVVYFGPLTCSIITTTRKFFTILASVILFANPISPMQWVGT.... Result: 0 (no interaction). (3) The miRNA is hsa-miR-4308 with sequence UCCCUGGAGUUUCUUCUU. The protein sequence of the target gene is MPANWTSPQKSSALAPEDHGSSYEGSVSFRDVAIDFSREEWRHLDPSQRNLYRDVMLETYSHLLSVGYQVPEAEVVMLEQGKEPWALQGERPRQSCPGEKLWDHNQCRKILSYKQVSSQPQKMYPGEKAYECAKFEKIFTQKSQLKVHLKVLAGEKLYVCIECGKAFVQKPEFIIHQKTHMREKPFKCNECGKSFFQVSSLFRHQRIHTGEKLYECSQCGKGFSYNSDLSIHEKIHTGERHHECTDCGKAFTQKSTLKMHQKIHTGERSYICIECGQAFIQKTHLIAHRRIHTGEKPYEC.... Result: 1 (interaction). (4) The miRNA is hsa-miR-6715a-3p with sequence CCAAACCAGUCGUGCCUGUGG. The protein sequence of the target gene is MGCLWGLALPLFFFCWEVGVSGSSAGPSTRRADTAMTTDDTEVPAMTLAPGHAALETQTLSAETSSRASTPAGPIPEAETRGAKRISPARETRSFTKTSPNFMVLIATSVETSAASGSPEGAGMTTVQTITGSDPREAIFDTLCTDDSSEEAKTLTMDILTLAHTSTEAKGLSSESSASSDSPHPVITPSRASESSASSDGPHPVITPSRASESSASSDGPHPVITPSRASESSASSDGPHPVITPSRASESSASSDGPHPVITPSRASESSASSDGPHPVITPSRASESSASSDGPHPV.... Result: 1 (interaction). (5) The miRNA is hsa-miR-197-3p with sequence UUCACCACCUUCUCCACCCAGC. The protein sequence of the target gene is MSRSGTDPQQRQQASEADAAAATFRANDHQHIRYNPLQDEWVLVSAHRMKRPWQGQVEPQLLKTVPRHDPLNPLCPGAIRANGEVNPQYDSTFLFDNDFPALQPDAPSPGPSDHPLFQAKSARGVCKVMCFHPWSDVTLPLMSVPEIRAVVDAWASVTEELGAQYPWVQIFENKGAMMGCSNPHPHCQVWASSFLPDIAQREERSQQAYKSQHGEPLLMEYSRQELLRKERLVLTSEHWLVLVPFWATWPYQTLLLPRRHVRRLPELTPAERDDLASIMKKLLTKYDNLFETSFPYSMGW.... Result: 1 (interaction). (6) The miRNA is mmu-miR-804 with sequence UGUGAGUUGUUCCUCACCUGGA. The protein sequence of the target gene is MAWALKLPLADEVIESGLVQDFDASLSGIGQELGAGAYSMSDVLALPIFKQEESSLPPDNENKILPFQYVLCAATSPAVKLHDETLTYLNQGQSYEIRMLDNRKLGELPEINGKLVKSIFRVVFHDRRLQYTEHQQLEGWRWNRPGDRILDIDIPMSVGIIDPRANPTQLNTVEFLWDPAKRTSVFIQVHCISTEFTMRKHGGEKGVPFRVQIDTFKENENGEYTEHLHSASCQIKVFKPKGADRKQKTDREKMEKRTPHEKEKYQPSYETTILTECSPWPEITYVNNSPSPGFNSSHSS.... Result: 0 (no interaction). (7) The miRNA is hsa-miR-301b-5p with sequence GCUCUGACGAGGUUGCACUACU. The protein sequence of the target gene is MLFNSVLRQPQLGVLRNGWSSHYPLQSLLSGYQCNCNDEHTSYGETGVPVPPFGCTFCTAPSMEHILAVANEEGFVRLYNTESQTSKKTCFKEWMAHWNAVFDLAWVPGELKLVTAAGDQTAKFWDVRAGELMGTCKGHQCSLKSVAFPKFQKAVFSTGGRDGNIMIWDTRCNKKDGFYRQVNQISGAHNTADKQTPSKPKKKQNSKGLAPAVDSQQSVTVVLFQDENTLVSAGAVDGIIKVWDLRKNYTAYRQEPIASKSFLYPGTSTRKLGYSSLVLDSTGSTLFANCTDDNIYMFNM.... Result: 0 (no interaction). (8) Result: 0 (no interaction). The miRNA is mmu-miR-1969 with sequence AAGAUGGAGACUUUAACAUGGGU. The protein sequence of the target gene is MASPAPPEHAEEGCPAPAAEEQAPPSPPPPQASPAERQQQEEEAQEAGAAEGAGLQVEEAAGRAAAAVTWLLGEPVLWLGCRADELLSWKRPLRSLLGFVAANLLFWFLALTPWRVYHLISVMILGRVIMQIIKDMVLSRTRGAQLWRSLSESWEVINSKPDERPRLSHCIAESWMNFSIFLQEMSLFKQQSPGKFCLLVCSVCTFFTILGSYIPGVILSYLLLLCAFLCPLFKCNDIGQKIYSKIKSVLLKLDFGIGEYINQKKRERSEADKEKSHKDDSELDFSALCPKISLTVAAKE.... (9) The miRNA is hsa-miR-212-3p with sequence UAACAGUCUCCAGUCACGGCC. The protein sequence of the target gene is MKIKDAKKPSFPWFGMDIGGTLVKLSYFEPIDITAEEEQEEVESLKSIRKYLTSNVAYGSTGIRDVHLELKDLTLFGRRGNLHFIRFPTQDLPTFIQMGRDKNFSTLQTVLSATGGGAYKFEKDFRTIGNLHLHKLDELDCLVKGLLYIDSVSFNGQAECYYFANASEPERCQKMPFNLDDPYPLLVVNIGSGVSILAVHSKDNYKRVTGTSLGGGTFLGLCSLLTGCESFEEALEMASKGDSTQADRLVRDIYGGDYERFGLPGWAVASSFGNMIYKEKRETVSKEDLARATLVTITNN.... Result: 0 (no interaction). (10) The miRNA is hsa-miR-4632-5p with sequence GAGGGCAGCGUGGGUGUGGCGGA. The protein sequence of the target gene is MGSGWSSEEEERQPLLGPGLGPAPGAARRGREATAVLPAAGPNPGRVYGRRWLVLLLFSLLAFAQGLVWNTWGPIQNSARQAYGFSGWDIALLVLWGPIGFLPCFAFMWLLDKRGLRVTVLLTSFLMVLGTGLRCIPVSDLALKKRLIHGGQILNGLAGPTVMNAAPFLSTTWFSADERATATAIASMLSYLGGACAFLVGPLVVPAPNGTAPLLAAESSRAHIKDRIETVLYAEFGVVCLIFSATLAYFPPRPPLPPSVAAASQRLSYRRSFCRLLSNLRFLMIALAYAIPLGVFAGWS.... Result: 0 (no interaction).